Dataset: CYP2C9 inhibition data for predicting drug metabolism from PubChem BioAssay. Task: Regression/Classification. Given a drug SMILES string, predict its absorption, distribution, metabolism, or excretion properties. Task type varies by dataset: regression for continuous measurements (e.g., permeability, clearance, half-life) or binary classification for categorical outcomes (e.g., BBB penetration, CYP inhibition). Dataset: cyp2c9_veith. (1) The compound is CCNc1nc(NCC)nc(N(C)N)n1. The result is 0 (non-inhibitor). (2) The drug is CC(=O)N(CC(O)CN(C(C)=O)c1c(I)c(C(=O)NC[C@@H](O)CO)c(I)c(C(=O)NC[C@@H](O)CO)c1I)c1c(I)c(C(=O)NC[C@@H](O)CO)c(I)c(C(=O)NC[C@@H](O)CO)c1I. The result is 0 (non-inhibitor). (3) The compound is C[C@@H]1C[C@H](OC(=O)[C@@H](O)c2ccccc2)CC(C)(C)N1C. The result is 0 (non-inhibitor). (4) The compound is Cc1ccc(C(=O)N/N=C/c2ccc(S(=O)(=O)[O-])o2)c(Cl)c1.[Na+]. The result is 0 (non-inhibitor). (5) The molecule is COc1cccc2c1C(=O)c1c(O)c3c(c(O)c1C2=O)C[C@@](O)(C(C)=O)C[C@@H]3O[C@H]1C[C@H](N)[C@H](O)[C@H](C)O1. The result is 0 (non-inhibitor). (6) The molecule is CC(C)[C@]1(Cl)CC[C@@H]2[C@]3(C)CCC[C@@](C)(C(=O)O)[C@H]3C[C@H](Cl)[C@@]2(Cl)[C@H]1Cl. The result is 0 (non-inhibitor). (7) The molecule is Oc1ccc(CCNCc2cc3c(cc2Br)OCO3)cc1. The result is 0 (non-inhibitor).